This data is from Reaction yield outcomes from USPTO patents with 853,638 reactions. The task is: Predict the reaction yield, written as a fraction of the theoretical maximum amount of product (1.0 means a 100% yield; for example, 0.34 means a 34% yield). (1) The reactants are [CH3:1][O:2][C:3]1[CH:33]=[CH:32][C:6]([CH2:7][N:8]2[CH:12]=[C:11]([C:13]3[CH:18]=[CH:17][N:16]=[C:15](S(C)(=O)=O)[N:14]=3)[C:10]([C:23]3[CH:28]=[CH:27][CH:26]=[C:25]([N+:29]([O-:31])=[O:30])[CH:24]=3)=[N:9]2)=[CH:5][CH:4]=1.[CH2:34]([NH2:36])[CH3:35]. The catalyst is O1CCOCC1.O. The product is [CH2:34]([NH:36][C:15]1[N:14]=[C:13]([C:11]2[C:10]([C:23]3[CH:28]=[CH:27][CH:26]=[C:25]([N+:29]([O-:31])=[O:30])[CH:24]=3)=[N:9][N:8]([CH2:7][C:6]3[CH:32]=[CH:33][C:3]([O:2][CH3:1])=[CH:4][CH:5]=3)[CH:12]=2)[CH:18]=[CH:17][N:16]=1)[CH3:35]. The yield is 0.940. (2) The reactants are [H-].[Na+].C(OP([CH2:11][C:12]([O:14][CH2:15][CH3:16])=[O:13])(OCC)=O)C.[CH2:17]([O:24][CH2:25][CH2:26][CH2:27][CH2:28][O:29][C:30]1[N:35]=[C:34]([NH:36][C:37](=[O:42])[C:38]([CH3:41])([CH3:40])[CH3:39])[C:33]([CH:43]=O)=[CH:32][CH:31]=1)[C:18]1[CH:23]=[CH:22][CH:21]=[CH:20][CH:19]=1. The catalyst is C1COCC1. The product is [CH2:17]([O:24][CH2:25][CH2:26][CH2:27][CH2:28][O:29][C:30]1[N:35]=[C:34]([NH:36][C:37](=[O:42])[C:38]([CH3:39])([CH3:40])[CH3:41])[C:33]([CH:43]=[CH:11][C:12]([O:14][CH2:15][CH3:16])=[O:13])=[CH:32][CH:31]=1)[C:18]1[CH:23]=[CH:22][CH:21]=[CH:20][CH:19]=1. The yield is 0.520.